Dataset: Peptide-MHC class I binding affinity with 185,985 pairs from IEDB/IMGT. Task: Regression. Given a peptide amino acid sequence and an MHC pseudo amino acid sequence, predict their binding affinity value. This is MHC class I binding data. (1) The peptide sequence is VVFEDGLPR. The MHC is HLA-A03:01 with pseudo-sequence HLA-A03:01. The binding affinity (normalized) is 0.448. (2) The peptide sequence is KYDDRIQSQ. The MHC is HLA-A69:01 with pseudo-sequence HLA-A69:01. The binding affinity (normalized) is 0.0847. (3) The peptide sequence is KSLTTTMQFK. The MHC is HLA-B58:01 with pseudo-sequence HLA-B58:01. The binding affinity (normalized) is 0.0847.